From a dataset of Reaction yield outcomes from USPTO patents with 853,638 reactions. Predict the reaction yield, written as a fraction of the theoretical maximum amount of product (1.0 means a 100% yield; for example, 0.34 means a 34% yield). (1) The reactants are Cl.[Cl:2][C:3]1[CH:8]=[CH:7][C:6]([OH:9])=[CH:5][C:4]=1[C:10]1[CH:34]=[C:33]([CH3:35])[C:13]2[N:14]=[C:15]([NH:18][C:19]3[CH:24]=[CH:23][C:22]([O:25][CH2:26][CH2:27][N:28]4[CH2:32][CH2:31][CH2:30][CH2:29]4)=[CH:21][CH:20]=3)[N:16]=[N:17][C:12]=2[CH:11]=1.CCN(CC)CC.[C:43](Cl)(=[O:45])[CH3:44]. The catalyst is C(Cl)Cl. The product is [Cl:2][C:3]1[CH:8]=[CH:7][C:6]([O:9][C:43](=[O:45])[CH3:44])=[CH:5][C:4]=1[C:10]1[CH:34]=[C:33]([CH3:35])[C:13]2[N:14]=[C:15]([NH:18][C:19]3[CH:24]=[CH:23][C:22]([O:25][CH2:26][CH2:27][N:28]4[CH2:32][CH2:31][CH2:30][CH2:29]4)=[CH:21][CH:20]=3)[N:16]=[N:17][C:12]=2[CH:11]=1. The yield is 0.750. (2) The reactants are [NH2:1][CH:2]1[CH:6]([C:7]2[CH:12]=[CH:11][C:10]([Cl:13])=[C:9]([Cl:14])[CH:8]=2)[CH2:5][N:4]([C:15]([CH:17]2[CH2:22][CH2:21][N:20]([C:23]([C:25]3([CH3:28])[CH2:27][CH2:26]3)=[O:24])[CH2:19][CH2:18]2)=[O:16])[CH2:3]1.[CH3:29][C:30]([CH3:32])=O.C(O[BH-](OC(=O)C)OC(=O)C)(=O)C.[Na+].C(O)(=O)C. The catalyst is ClCCl. The product is [Cl:14][C:9]1[CH:8]=[C:7]([C@H:6]2[C@H:2]([NH:1][CH:30]([CH3:32])[CH3:29])[CH2:3][N:4]([C:15]([CH:17]3[CH2:22][CH2:21][N:20]([C:23]([C:25]4([CH3:28])[CH2:27][CH2:26]4)=[O:24])[CH2:19][CH2:18]3)=[O:16])[CH2:5]2)[CH:12]=[CH:11][C:10]=1[Cl:13]. The yield is 0.720. (3) The reactants are [CH2:1]([O:3][C:4]([N:6]1[C:14]2[C:9](=[N:10][C:11]([Cl:15])=[CH:12][CH:13]=2)[CH:8]=[C:7]1[O:16]C(OCC)=O)=[O:5])[CH3:2].C(=O)([O-])[O-].[NH4+].[NH4+]. The catalyst is CN(C=O)C. The product is [CH2:1]([O:3][C:4]([N:6]1[C:14]2[C:9](=[N:10][C:11]([Cl:15])=[CH:12][CH:13]=2)[CH:8]=[C:7]1[OH:16])=[O:5])[CH3:2]. The yield is 0.643. (4) The reactants are [CH3:1][O:2][CH2:3][CH2:4]Br.C(=O)([O-])[O-].[K+].[K+].[Br:12][C:13]1[CH:14]=[C:15]([OH:21])[CH:16]=[CH:17][C:18]=1[O:19][CH3:20]. The catalyst is CN(C=O)C. The product is [Br:12][C:13]1[CH:14]=[C:15]([O:21][CH2:4][CH2:3][O:2][CH3:1])[CH:16]=[CH:17][C:18]=1[O:19][CH3:20]. The yield is 0.880. (5) The reactants are [CH3:1][C:2]1[CH:11]=[C:10]([NH:12][C:13]2[CH:14]=[C:15]([OH:19])[CH:16]=[CH:17][CH:18]=2)[C:9]2[C:4](=[CH:5][CH:6]=[CH:7][CH:8]=2)[N:3]=1.Br[CH2:21][CH2:22][Cl:23].C(=O)([O-])[O-].[K+].[K+]. The catalyst is CC(C)=O. The product is [Cl:23][CH2:22][CH2:21][O:19][C:15]1[CH:14]=[C:13]([NH:12][C:10]2[C:9]3[C:4](=[CH:5][CH:6]=[CH:7][CH:8]=3)[N:3]=[C:2]([CH3:1])[CH:11]=2)[CH:18]=[CH:17][CH:16]=1. The yield is 0.355. (6) The reactants are [C:1]([O:5][C:6]([N:8]1[CH2:11][C:10]2([C:15](=[N:16][O:17][CH3:18])[CH2:14][N:13](CC3C=CC=CC=3)[CH2:12]2)[CH2:9]1)=[O:7])([CH3:4])([CH3:3])[CH3:2].[H][H]. The catalyst is CO.[Pd]. The product is [C:1]([O:5][C:6]([N:8]1[CH2:11][C:10]2([C:15](=[N:16][O:17][CH3:18])[CH2:14][NH:13][CH2:12]2)[CH2:9]1)=[O:7])([CH3:4])([CH3:3])[CH3:2]. The yield is 0.879. (7) The yield is 0.720. The reactants are CC1(C)CCCC(C)(C)N1.[Li]CCCC.[B:16](OC(C)C)([O:21]C(C)C)[O:17]C(C)C.[C:29]([Si:33]([O:36][C:37]1[C:42]([F:43])=[CH:41][CH:40]=[CH:39][C:38]=1[C:44]([CH3:47])([CH3:46])[CH3:45])([CH3:35])[CH3:34])([CH3:32])([CH3:31])[CH3:30].CC(O)=O. The product is [C:44]([C:38]1[CH:39]=[CH:40][C:41]([B:16]([OH:21])[OH:17])=[C:42]([F:43])[C:37]=1[O:36][Si:33]([C:29]([CH3:32])([CH3:31])[CH3:30])([CH3:35])[CH3:34])([CH3:47])([CH3:46])[CH3:45]. The catalyst is O.C1COCC1.